This data is from Reaction yield outcomes from USPTO patents with 853,638 reactions. The task is: Predict the reaction yield, written as a fraction of the theoretical maximum amount of product (1.0 means a 100% yield; for example, 0.34 means a 34% yield). The reactants are [CH3:1][NH:2][C:3]1[N:8]=[CH:7][NH:6][C:5](=[O:9])[CH:4]=1.[CH2:10](Br)[C:11]1[CH:16]=[CH:15][CH:14]=[CH:13][CH:12]=1.C(=O)([O-])[O-].[K+].[K+]. The catalyst is C(O)C. The product is [CH2:10]([N:6]1[C:5](=[O:9])[CH:4]=[C:3]([NH:2][CH3:1])[N:8]=[CH:7]1)[C:11]1[CH:16]=[CH:15][CH:14]=[CH:13][CH:12]=1. The yield is 0.430.